This data is from Full USPTO retrosynthesis dataset with 1.9M reactions from patents (1976-2016). The task is: Predict the reactants needed to synthesize the given product. (1) Given the product [F:22][C:23]1([CH:39]=[CH:40][CH:41]=[CH:42][CH2:43]1)[CH2:24][N:25]([CH:30]1[CH2:38][C:37]2[C:32](=[CH:33][CH:34]=[CH:35][CH:36]=2)[CH2:31]1)[C:26](=[O:29])[CH2:27][C:10]1([C:16]2[CH:21]=[CH:20][CH:19]=[CH:18][CH:17]=2)[C:11]2[C:6](=[CH:5][C:4]([O:3][CH3:2])=[C:13]([O:14][CH3:15])[CH:12]=2)[CH2:7][CH2:8][NH:9]1, predict the reactants needed to synthesize it. The reactants are: Cl.[CH3:2][O:3][C:4]1[CH:5]=[C:6]2[C:11](=[CH:12][C:13]=1[O:14][CH3:15])[CH:10]([C:16]1[CH:21]=[CH:20][CH:19]=[CH:18][CH:17]=1)[NH:9][CH2:8][CH2:7]2.[F:22][C:23]1([CH:43]=[CH:42][CH:41]=[CH:40][CH2:39]1)[CH2:24][N:25]([CH:30]1[CH2:38][C:37]2[C:32](=[CH:33][CH:34]=[CH:35][CH:36]=2)[CH2:31]1)[C:26](=[O:29])[CH2:27]Br.C(=O)([O-])[O-].[K+].[K+]. (2) Given the product [F:18][C:17]([F:19])([F:20])[C:14]1[CH:13]=[CH:12][C:11]([C:8]2[CH:9]=[CH:10][C:5]([CH2:4][CH:3]=[O:2])=[CH:6][CH:7]=2)=[CH:16][CH:15]=1, predict the reactants needed to synthesize it. The reactants are: C[O:2][CH:3]=[CH:4][C:5]1[CH:10]=[CH:9][C:8]([C:11]2[CH:16]=[CH:15][C:14]([C:17]([F:20])([F:19])[F:18])=[CH:13][CH:12]=2)=[CH:7][CH:6]=1.Cl.CCOC(C)=O.CCCCCC.